Dataset: Reaction yield outcomes from USPTO patents with 853,638 reactions. Task: Predict the reaction yield, written as a fraction of the theoretical maximum amount of product (1.0 means a 100% yield; for example, 0.34 means a 34% yield). (1) The reactants are [Cl:1][C:2]1[CH:3]=[CH:4][C:5]2[O:9][C:8]([S:10][C:11]3[N:16]=[N:15][CH:14]=[CH:13][CH:12]=3)=[C:7]([CH3:17])[C:6]=2[CH:18]=1.Cl.[O:20]1CCOCC1. No catalyst specified. The product is [Cl:1][C:2]1[CH:3]=[CH:4][C:5]2[O:9][C:8]([S:10][C:11]3[CH:12]=[CH:13][C:14](=[O:20])[NH:15][N:16]=3)=[C:7]([CH3:17])[C:6]=2[CH:18]=1. The yield is 0.730. (2) The reactants are [F:1][C:2]1[CH:3]=[C:4]([CH:7]=[C:8]([N+:10]([O-:12])=[O:11])[CH:9]=1)[CH2:5]Br.[CH:13]1([NH2:16])[CH2:15][CH2:14]1. No catalyst specified. The product is [CH:13]1([NH:16][CH2:5][C:4]2[CH:7]=[C:8]([N+:10]([O-:12])=[O:11])[CH:9]=[C:2]([F:1])[CH:3]=2)[CH2:15][CH2:14]1. The yield is 0.890. (3) The reactants are [Cl:1][C:2]1[CH:3]=[C:4]2[C:8](=[CH:9][CH:10]=1)[N:7]([CH2:11][C:12]#[N:13])[CH:6]=[C:5]2[S:14]([CH3:16])=O.C(=O)(O)[O-].[Na+].S(Cl)([Cl:24])=O. The catalyst is C(Cl)Cl. The product is [Cl:24][C:6]1[N:7]([CH2:11][C:12]#[N:13])[C:8]2[C:4]([C:5]=1[S:14][CH3:16])=[CH:3][C:2]([Cl:1])=[CH:10][CH:9]=2. The yield is 0.720. (4) The reactants are C1(C)C=CC=CC=1.[CH3:8][C:9]1[CH:10]=[C:11]([CH2:21][OH:22])[CH:12]=[C:13]([N+:18]([O-:20])=[O:19])[C:14]=1[N+:15]([O-:17])=[O:16]. The catalyst is C(Cl)(Cl)Cl.[O-2].[Mn+4].[O-2]. The product is [CH3:8][C:9]1[CH:10]=[C:11]([CH:12]=[C:13]([N+:18]([O-:20])=[O:19])[C:14]=1[N+:15]([O-:17])=[O:16])[CH:21]=[O:22]. The yield is 0.440. (5) The reactants are [CH3:1][O:2][C:3]1[CH:12]=[C:11]2[C:6]([CH:7]=[CH:8][C:9](=[O:16])[N:10]2[CH2:13][CH:14]=O)=[CH:5][CH:4]=1.[NH:17]1[CH2:22][CH2:21][CH:20]([NH:23][C:24](=[O:30])[O:25][C:26]([CH3:29])([CH3:28])[CH3:27])[CH2:19][CH2:18]1.C(Cl)(Cl)Cl.[BH-](OC(C)=O)(OC(C)=O)OC(C)=O.[Na+]. The catalyst is CO. The product is [CH3:1][O:2][C:3]1[CH:12]=[C:11]2[C:6]([CH:7]=[CH:8][C:9](=[O:16])[N:10]2[CH2:13][CH2:14][N:17]2[CH2:18][CH2:19][CH:20]([NH:23][C:24](=[O:30])[O:25][C:26]([CH3:28])([CH3:27])[CH3:29])[CH2:21][CH2:22]2)=[CH:5][CH:4]=1. The yield is 0.470. (6) The reactants are [CH3:1][C:2](C)([C:6]([O-:8])=[O:7])[C:3]([O-:5])=O.[H-].[Na+].[C:12]12[C:18](=[CH:19][CH:20]=[CH:21][CH:22]=1)[NH:17]C(=O)OC2=O.[C:24](Cl)(=O)C(Cl)=O.[Na+].[Cl-:31]. The catalyst is CN(C=O)C. The product is [Cl:31][C:1]1[C:19]2[C:18](=[CH:12][CH:22]=[CH:21][CH:20]=2)[NH:17][C:3](=[O:5])[C:2]=1[C:6]([O:8][CH3:24])=[O:7]. The yield is 0.320. (7) The reactants are Cl[C:2]1[N:7]=[CH:6][N:5]=[C:4]([NH:8][C@@H:9]([CH2:12][C:13]2[CH:18]=[CH:17][CH:16]=[CH:15][CH:14]=2)[CH2:10][OH:11])[C:3]=1[C:19]1[NH:23][C:22]2[CH:24]=[C:25]([N:29]3[CH:33]=[CH:32][N:31]=[CH:30]3)[CH:26]=[C:27]([CH3:28])[C:21]=2[N:20]=1.N.C(O)(=[O:37])C. The catalyst is Cl.O.CO. The product is [OH:11][CH2:10][C@@H:9]([NH:8][C:4]1[N:5]=[CH:6][NH:7][C:2](=[O:37])[C:3]=1[C:19]1[NH:23][C:22]2[CH:24]=[C:25]([N:29]3[CH:33]=[CH:32][N:31]=[CH:30]3)[CH:26]=[C:27]([CH3:28])[C:21]=2[N:20]=1)[CH2:12][C:13]1[CH:14]=[CH:15][CH:16]=[CH:17][CH:18]=1. The yield is 0.370. (8) The reactants are O[CH2:2][C:3]1[CH:12]=[N:11][C:10]2[N:9]3[CH2:13][CH2:14][CH2:15][C@H:8]3[C:7](=[O:16])[NH:6][C:5]=2[CH:4]=1.[N:17]1([C:23]2[CH:33]=[CH:32][C:26]([C:27]([O:29][CH2:30][CH3:31])=[O:28])=[CH:25][N:24]=2)[CH2:22][CH2:21][NH:20][CH2:19][CH2:18]1.CCN(C(C)C)C(C)C.[I-].C(C[P+](C)(C)C)#N. The catalyst is C(#N)CC.C([O-])([O-])=O.[K+].[K+].O. The product is [O:16]=[C:7]1[NH:6][C:5]2[CH:4]=[C:3]([CH2:2][N:20]3[CH2:21][CH2:22][N:17]([C:23]4[CH:33]=[CH:32][C:26]([C:27]([O:29][CH2:30][CH3:31])=[O:28])=[CH:25][N:24]=4)[CH2:18][CH2:19]3)[CH:12]=[N:11][C:10]=2[N:9]2[CH2:13][CH2:14][CH2:15][C@@H:8]12. The yield is 0.770. (9) The reactants are [N:1]([C:4]1([CH2:21][OH:22])[C:17]2[CH:16]=[C:15]([Cl:18])[N:14]=[C:13]([F:19])[C:12]=2[O:11][C:10]2[C:5]1=[CH:6][C:7]([Br:20])=[CH:8][CH:9]=2)=[N+]=[N-].[H-].[H-].[H-].[H-].[Li+].[Al+3]. The catalyst is C1COCC1. The product is [NH2:1][C:4]1([CH2:21][OH:22])[C:17]2[CH:16]=[C:15]([Cl:18])[N:14]=[C:13]([F:19])[C:12]=2[O:11][C:10]2[C:5]1=[CH:6][C:7]([Br:20])=[CH:8][CH:9]=2. The yield is 0.930. (10) The reactants are [CH:1]1([N:4]([CH:18]2[CH2:23][CH2:22][N:21]([C:24](=[O:30])[CH:25]=[CH:26][CH2:27][CH2:28][CH3:29])[CH2:20][CH2:19]2)[S:5]([C:8]2[CH:13]=[CH:12][CH:11]=[C:10]([C:14]([F:17])([F:16])[F:15])[CH:9]=2)(=[O:7])=[O:6])[CH2:3][CH2:2]1.[CH3:31][N:32]1[CH2:37][CH2:36][NH:35][CH2:34][CH2:33]1. No catalyst specified. The product is [CH:1]1([N:4]([CH:18]2[CH2:23][CH2:22][N:21]([C:24](=[O:30])[CH2:25][CH:26]([N:35]3[CH2:36][CH2:37][N:32]([CH3:31])[CH2:33][CH2:34]3)[CH2:27][CH2:28][CH3:29])[CH2:20][CH2:19]2)[S:5]([C:8]2[CH:13]=[CH:12][CH:11]=[C:10]([C:14]([F:15])([F:16])[F:17])[CH:9]=2)(=[O:6])=[O:7])[CH2:3][CH2:2]1. The yield is 0.400.